From a dataset of Reaction yield outcomes from USPTO patents with 853,638 reactions. Predict the reaction yield, written as a fraction of the theoretical maximum amount of product (1.0 means a 100% yield; for example, 0.34 means a 34% yield). (1) The reactants are [C:1]([OH:10])(=[O:9])/[CH:2]=[CH:3]\[CH:4]=[CH:5]\[C:6]([OH:8])=[O:7].II. The catalyst is CO. The product is [C:1]([OH:10])(=[O:9])/[CH:2]=[CH:3]/[CH:4]=[CH:5]/[C:6]([OH:8])=[O:7]. The yield is 0.620. (2) The reactants are N(C(OCC)=O)=NC(OCC)=O.[Cl:13]C1C=CC(N[C:19]2[C:28]3[C:23](=[CH:24][C:25](O)=[C:26]([O:29][CH3:30])[CH:27]=3)[N:22]=[CH:21][N:20]=2)=C(F)C=1.C1(P(C2C=CC=CC=2)C2C=CC=CC=2)C=CC=CC=1.OCCCN1CCC[C@H]1C(=O)N(C)C. The catalyst is C(Cl)Cl. The product is [ClH:13].[CH3:30][O:29][C:26]1[CH:27]=[C:28]2[C:23](=[CH:24][CH:25]=1)[N:22]=[CH:21][N:20]=[CH:19]2. The yield is 0.320.